This data is from Reaction yield outcomes from USPTO patents with 853,638 reactions. The task is: Predict the reaction yield, written as a fraction of the theoretical maximum amount of product (1.0 means a 100% yield; for example, 0.34 means a 34% yield). (1) The product is [Br:8][C:12]1[CH:13]=[C:14]([C:16]([O:18][CH3:19])=[O:17])[S:15][C:11]=1[O:10][CH3:9]. The catalyst is CN(C)C=O. The reactants are C1C(=O)N([Br:8])C(=O)C1.[CH3:9][O:10][C:11]1[S:15][C:14]([C:16]([O:18][CH3:19])=[O:17])=[CH:13][CH:12]=1. The yield is 0.750. (2) The reactants are Br[C:2]1[C:3]([NH:10][CH:11]2[CH2:14][CH2:13][CH2:12]2)=[N:4][C:5]([O:8][CH3:9])=[N:6][CH:7]=1.C[Si]([C:19]#[CH:20])(C)C.CCN(CC)CC.C([O-])([O-])=O.[K+].[K+]. The catalyst is C1COCC1.[Cu]I. The product is [CH:11]1([NH:10][C:3]2[C:2]([C:19]#[CH:20])=[CH:7][N:6]=[C:5]([O:8][CH3:9])[N:4]=2)[CH2:14][CH2:13][CH2:12]1. The yield is 0.790. (3) The reactants are [CH:1]1[C:2]2[C:9](=O)[NH:8][CH:7]=[N:6][C:3]=2[NH:4][N:5]=1.P(Cl)(Cl)([Cl:13])=O.C(N(C(C)C)CC)(C)C. The catalyst is C1(C)C=CC=CC=1. The product is [Cl:13][C:9]1[N:8]=[CH:7][N:6]=[C:3]2[NH:4][N:5]=[CH:1][C:2]=12. The yield is 0.705. (4) The reactants are [CH3:1][O:2][CH2:3][CH2:4][O:5][C:6]1[CH:7]=[C:8]([CH2:12]O)[CH:9]=[CH:10][CH:11]=1.P(Br)(Br)[Br:15]. The catalyst is C(Cl)Cl. The product is [Br:15][CH2:12][C:8]1[CH:9]=[CH:10][CH:11]=[C:6]([O:5][CH2:4][CH2:3][O:2][CH3:1])[CH:7]=1. The yield is 0.820.